Dataset: Forward reaction prediction with 1.9M reactions from USPTO patents (1976-2016). Task: Predict the product of the given reaction. (1) Given the reactants [Br:1][CH:2]([CH2:6][CH2:7][Br:8])[C:3](Cl)=[O:4].C(N(CC)CC)C.[CH3:16][O:17][C:18]1[CH:25]=[CH:24][C:21]([CH2:22][NH2:23])=[CH:20][CH:19]=1.C(O)(=O)CC(CC(O)=O)(C(O)=O)O, predict the reaction product. The product is: [Br:1][CH:2]([CH2:6][CH2:7][Br:8])[C:3]([NH:23][CH2:22][C:21]1[CH:24]=[CH:25][C:18]([O:17][CH3:16])=[CH:19][CH:20]=1)=[O:4]. (2) Given the reactants [C:1]([O:5][N:6]=[C:7]1[C:16]2[C:11](=[CH:12][CH:13]=[C:14]([C:17]([OH:19])=O)[CH:15]=2)[O:10][C:9]([C:20]2[N:25]=[CH:24][N:23]3[CH:26]=[CH:27][CH:28]=[C:22]3[CH:21]=2)=[CH:8]1)([CH3:4])([CH3:3])[CH3:2].Cl.CN(C)CCCN=C=NCC.O.ON1C2C=CC=CC=2N=N1.C(N(CC)CC)C.[NH2:59][CH2:60][CH2:61][N:62]1[CH2:67][CH2:66][O:65][CH2:64][CH2:63]1, predict the reaction product. The product is: [N:62]1([CH2:61][CH2:60][NH:59][C:17]([C:14]2[CH:15]=[C:16]3[C:11](=[CH:12][CH:13]=2)[O:10][C:9]([C:20]2[N:25]=[CH:24][N:23]4[CH:26]=[CH:27][CH:28]=[C:22]4[CH:21]=2)=[CH:8][C:7]3=[N:6][O:5][C:1]([CH3:2])([CH3:4])[CH3:3])=[O:19])[CH2:67][CH2:66][O:65][CH2:64][CH2:63]1. (3) Given the reactants [C:1]([C:5]1[CH:24]=[CH:23][CH:22]=[CH:21][C:6]=1[O:7][CH:8]1[CH2:12][CH2:11][N:10]([C:13](=[O:20])[CH2:14][C:15]([O:17]CC)=[O:16])[CH2:9]1)([CH3:4])([CH3:3])[CH3:2].[OH-].[Li+].Cl, predict the reaction product. The product is: [C:1]([C:5]1[CH:24]=[CH:23][CH:22]=[CH:21][C:6]=1[O:7][CH:8]1[CH2:12][CH2:11][N:10]([C:13](=[O:20])[CH2:14][C:15]([OH:17])=[O:16])[CH2:9]1)([CH3:4])([CH3:2])[CH3:3]. (4) Given the reactants C[O:2][C:3]([C:5]1[CH:29]=[CH:28][C:8]2[N:9](COCCOC)[C:10]([N:12]3[CH:16]=[C:15]([C:17]([O:19]CC)=[O:18])[CH:14]=[N:13]3)=[N:11][C:7]=2[CH:6]=1)=[O:4].Cl, predict the reaction product. The product is: [C:17]([C:15]1[CH:14]=[N:13][N:12]([C:10]2[NH:9][C:8]3[CH:28]=[CH:29][C:5]([C:3]([OH:4])=[O:2])=[CH:6][C:7]=3[N:11]=2)[CH:16]=1)([OH:19])=[O:18]. (5) The product is: [N:14]1[CH:15]=[CH:16][CH:17]=[CH:18][C:13]=1[O:12][CH2:11][C:9]1[N:10]=[C:5]2[N:4]=[CH:3][C:2]([C:22]3[CH:23]=[CH:24][C:25]([C:27]([F:30])([F:29])[F:28])=[CH:26][C:21]=3[CH2:20][OH:19])=[CH:7][N:6]2[CH:8]=1. Given the reactants Br[C:2]1[CH:3]=[N:4][C:5]2[N:6]([CH:8]=[C:9]([CH2:11][O:12][C:13]3[CH:18]=[CH:17][CH:16]=[CH:15][N:14]=3)[N:10]=2)[CH:7]=1.[OH:19][CH2:20][C:21]1[CH:26]=[C:25]([C:27]([F:30])([F:29])[F:28])[CH:24]=[CH:23][C:22]=1B(O)O, predict the reaction product. (6) Given the reactants Br[C:2]1[CH:3]=[C:4]2[C:8](=[CH:9][CH:10]=1)[N:7]([CH2:11][CH2:12][CH2:13][CH3:14])[CH:6]=[CH:5]2.[CH3:15][O:16][C:17]1[CH:18]=[C:19](B(O)O)[CH:20]=[CH:21][CH:22]=1, predict the reaction product. The product is: [CH2:11]([N:7]1[C:8]2[C:4](=[CH:3][C:2]([C:21]3[CH:20]=[CH:19][CH:18]=[C:17]([O:16][CH3:15])[CH:22]=3)=[CH:10][CH:9]=2)[CH:5]=[CH:6]1)[CH2:12][CH2:13][CH3:14]. (7) Given the reactants [Br:1][C:2]1[N:3]=[C:4]([NH:21][C:22]([CH3:38])([C:24]2[CH:29]=[CH:28][CH:27]=[CH:26][C:25]=2[O:30][CH2:31][C:32]2[CH:37]=[CH:36][CH:35]=[CH:34][CH:33]=2)[CH3:23])[C:5](=[O:20])[N:6]([C:8]2[CH:9]=[C:10]([CH:15]=[C:16]([F:19])[C:17]=2[CH3:18])[C:11](OC)=[O:12])[CH:7]=1.[CH:39]1([NH2:42])[CH2:41][CH2:40]1.C([Mg]Cl)(C)C, predict the reaction product. The product is: [Br:1][C:2]1[N:3]=[C:4]([NH:21][C:22]([CH3:38])([C:24]2[CH:29]=[CH:28][CH:27]=[CH:26][C:25]=2[O:30][CH2:31][C:32]2[CH:37]=[CH:36][CH:35]=[CH:34][CH:33]=2)[CH3:23])[C:5](=[O:20])[N:6]([C:8]2[CH:9]=[C:10]([CH:15]=[C:16]([F:19])[C:17]=2[CH3:18])[C:11]([NH:42][CH:39]2[CH2:41][CH2:40]2)=[O:12])[CH:7]=1.